From a dataset of Full USPTO retrosynthesis dataset with 1.9M reactions from patents (1976-2016). Predict the reactants needed to synthesize the given product. (1) Given the product [C:21]([O:20][C:18]([N:15]1[CH2:16][CH2:17][CH:12]([CH:10]([N:9]2[C:3]3[N:4]=[C:5]([Cl:8])[N:6]=[CH:7][C:2]=3[C:26]([C:25]([O:30][CH2:31][CH3:32])=[O:29])=[C:27]2[CH3:28])[CH3:11])[CH2:13][CH2:14]1)=[O:19])([CH3:24])([CH3:23])[CH3:22], predict the reactants needed to synthesize it. The reactants are: Br[C:2]1[C:3]([NH:9][CH:10]([CH:12]2[CH2:17][CH2:16][N:15]([C:18]([O:20][C:21]([CH3:24])([CH3:23])[CH3:22])=[O:19])[CH2:14][CH2:13]2)[CH3:11])=[N:4][C:5]([Cl:8])=[N:6][CH:7]=1.[C:25]([O:30][CH2:31][CH3:32])(=[O:29])[C:26]#[C:27][CH3:28].[Cl-].[Li+].C(=O)(O)O. (2) Given the product [CH3:16][O:14][C:13](=[O:15])[CH2:12][C:4]1[CH:5]=[CH:6][C:7]([C:8]([F:11])([F:10])[F:9])=[C:2]([F:1])[CH:3]=1, predict the reactants needed to synthesize it. The reactants are: [F:1][C:2]1[CH:3]=[C:4]([CH2:12][C:13]([OH:15])=[O:14])[CH:5]=[CH:6][C:7]=1[C:8]([F:11])([F:10])[F:9].[CH3:16]O.